From a dataset of Full USPTO retrosynthesis dataset with 1.9M reactions from patents (1976-2016). Predict the reactants needed to synthesize the given product. (1) Given the product [F:35][CH:2]([F:1])[C:3]1[S:7][C:6]([C:8]([NH:10][C:11]2[N:15]([CH2:16][C@H:17]3[CH2:21][CH2:20][CH2:19][N:18]3[C:22]([O:24][C:25]([CH3:27])([CH3:28])[CH3:26])=[O:23])[C:14]3[CH:29]=[CH:30][C:31]([CH:33]=[O:34])=[CH:32][C:13]=3[N:12]=2)=[O:9])=[CH:5][CH:4]=1, predict the reactants needed to synthesize it. The reactants are: [F:1][CH:2]([F:35])[C:3]1[S:7][C:6]([C:8]([NH:10][C:11]2[N:15]([CH2:16][C@H:17]3[CH2:21][CH2:20][CH2:19][N:18]3[C:22]([O:24][C:25]([CH3:28])([CH3:27])[CH3:26])=[O:23])[C:14]3[CH:29]=[CH:30][C:31]([CH2:33][OH:34])=[CH:32][C:13]=3[N:12]=2)=[O:9])=[CH:5][CH:4]=1.CC(OI1(OC(C)=O)(OC(C)=O)OC(=O)C2C=CC=CC1=2)=O.O. (2) The reactants are: C1(P(C2CCCCC2)C2C=CC=CC=2C2C(C(C)C)=CC(C(C)C)=CC=2C(C)C)CCCCC1.[CH3:35][O:36][C:37]1[CH:38]=[C:39]([C:43]2[CH:44]=[N:45][C:46]([N:50]3[CH2:56][C:52]4([CH2:55][O:54][CH2:53]4)[CH2:51]3)=[CH:47][C:48]=2[NH2:49])[CH:40]=[N:41][CH:42]=1.Cl[C:58]1[C:67]2[C:62](=[CH:63][C:64]([F:69])=[CH:65][C:66]=2[F:68])[N:61]=[C:60]([C:70]2[CH:75]=[CH:74][CH:73]=[CH:72][N:71]=2)[C:59]=1[CH3:76].CC(C)([O-])C.[Na+]. Given the product [F:68][C:66]1[CH:65]=[C:64]([F:69])[CH:63]=[C:62]2[C:67]=1[C:58]([NH:49][C:48]1[CH:47]=[C:46]([N:50]3[CH2:51][C:52]4([CH2:55][O:54][CH2:53]4)[CH2:56]3)[N:45]=[CH:44][C:43]=1[C:39]1[CH:40]=[N:41][CH:42]=[C:37]([O:36][CH3:35])[CH:38]=1)=[C:59]([CH3:76])[C:60]([C:70]1[CH:75]=[CH:74][CH:73]=[CH:72][N:71]=1)=[N:61]2, predict the reactants needed to synthesize it.